Dataset: Catalyst prediction with 721,799 reactions and 888 catalyst types from USPTO. Task: Predict which catalyst facilitates the given reaction. (1) Reactant: [Br:1][C:2]1[CH:3]=[C:4]([O:12][CH3:13])[C:5]([Cl:11])=[C:6]([CH:10]=1)[C:7](O)=[O:8].CN(C=O)C.C(Cl)(C([Cl:23])=O)=O. Product: [Br:1][C:2]1[CH:3]=[C:4]([O:12][CH3:13])[C:5]([Cl:11])=[C:6]([CH:10]=1)[C:7]([Cl:23])=[O:8]. The catalyst class is: 2. (2) Reactant: [CH:1]([N:14]1[CH2:17][CH:16]([OH:18])[CH2:15]1)([C:8]1[CH:13]=[CH:12][CH:11]=[CH:10][CH:9]=1)[C:2]1[CH:7]=[CH:6][CH:5]=[CH:4][CH:3]=1.[H-].[Na+].[CH3:21]I. Product: [CH:1]([N:14]1[CH2:17][CH:16]([O:18][CH3:21])[CH2:15]1)([C:8]1[CH:13]=[CH:12][CH:11]=[CH:10][CH:9]=1)[C:2]1[CH:3]=[CH:4][CH:5]=[CH:6][CH:7]=1. The catalyst class is: 163. (3) Reactant: Cl[CH2:2][CH2:3][CH2:4][CH:5]([CH:10]1[CH2:15][CH2:14][N:13]([C:16]([O:18][C:19]([CH3:22])([CH3:21])[CH3:20])=[O:17])[CH2:12][CH2:11]1)[C:6]([NH:8][NH2:9])=O.Cl.Cl.[CH3:25][O:26][C:27]1[CH:28]=[C:29](/[CH:39]=[CH:40]/[C:41](=[NH:45])OCC)[CH:30]=[CH:31][C:32]=1[N:33]1[CH:37]=[C:36]([CH3:38])[N:35]=[CH:34]1. Product: [CH3:25][O:26][C:27]1[CH:28]=[C:29](/[CH:39]=[CH:40]/[C:41]2[N:45]=[C:6]3[CH:5]([CH:10]4[CH2:15][CH2:14][N:13]([C:16]([O:18][C:19]([CH3:22])([CH3:21])[CH3:20])=[O:17])[CH2:12][CH2:11]4)[CH2:4][CH2:3][CH2:2][N:8]3[N:9]=2)[CH:30]=[CH:31][C:32]=1[N:33]1[CH:37]=[C:36]([CH3:38])[N:35]=[CH:34]1. The catalyst class is: 259. (4) Reactant: Br[CH2:2][C:3]1[CH:8]=[CH:7][C:6]([C:9]([OH:18])([C:14]([F:17])([F:16])[F:15])[C:10]([F:13])([F:12])[F:11])=[CH:5][CH:4]=1.[CH2:19]1[C:27]2[C:22](=[CH:23][C:24]([S:28]([O-:30])=[O:29])=[CH:25][CH:26]=2)[CH2:21][CH2:20]1.[Na+].O. Product: [CH2:19]1[C:27]2[C:22](=[CH:23][C:24]([S:28]([CH2:2][C:3]3[CH:8]=[CH:7][C:6]([C:9]([OH:18])([C:14]([F:17])([F:16])[F:15])[C:10]([F:13])([F:12])[F:11])=[CH:5][CH:4]=3)(=[O:30])=[O:29])=[CH:25][CH:26]=2)[CH2:21][CH2:20]1. The catalyst class is: 3. (5) Reactant: Br[C:2]1[CH:3]=[C:4]([N:8]2[CH2:13][CH2:12][S:11](=[O:15])(=[O:14])[CH2:10][CH2:9]2)[CH:5]=[CH:6][CH:7]=1.[B:16]1([B:16]2[O:20][C:19]([CH3:22])([CH3:21])[C:18]([CH3:24])([CH3:23])[O:17]2)[O:20][C:19]([CH3:22])([CH3:21])[C:18]([CH3:24])([CH3:23])[O:17]1.C(Cl)Cl.C([O-])(=O)C.[K+]. Product: [CH3:23][C:18]1([CH3:24])[C:19]([CH3:22])([CH3:21])[O:20][B:16]([C:2]2[CH:3]=[C:4]([N:8]3[CH2:13][CH2:12][S:11](=[O:15])(=[O:14])[CH2:10][CH2:9]3)[CH:5]=[CH:6][CH:7]=2)[O:17]1. The catalyst class is: 800. (6) Reactant: Cl.[F:2][C:3]1([F:9])[CH2:8][CH2:7][NH:6][CH2:5][CH2:4]1.[O:10]=[C:11]1[C:23]2[C:18](=[N:19][C:20](C#N)=[C:21]([C:24]#[N:25])[N:22]=2)[C:17]2[CH:16]=[CH:15][CH:14]=[CH:13][C:12]1=2. Product: [F:2][C:3]1([F:9])[CH2:8][CH2:7][N:6]([C:20]2[N:19]=[C:18]3[C:17]4[CH:16]=[CH:15][CH:14]=[CH:13][C:12]=4[C:11](=[O:10])[C:23]3=[N:22][C:21]=2[C:24]#[N:25])[CH2:5][CH2:4]1. The catalyst class is: 821. (7) Reactant: [Cl:1][C:2]1[CH:3]=[CH:4][C:5]2[N:6]([CH:8]=[CH:9][N:10]=2)[N:7]=1.[NH2:11][CH2:12][C:13]1[CH:18]=[CH:17][CH:16]=[CH:15][N:14]=1.Cl. Product: [ClH:1].[N:14]1[CH:15]=[CH:16][CH:17]=[CH:18][C:13]=1[CH2:12][NH:11][C:2]1[CH:3]=[CH:4][C:5]2[N:6]([CH:8]=[CH:9][N:10]=2)[N:7]=1. The catalyst class is: 28. (8) Reactant: N1[C:9]2[C:8]3[CH:10]=[CH:11][CH:12]=[CH:13][C:7]=3[CH2:6][CH2:5][C:4]=2C=N1.C[O-:15].[Na+]. Product: [C:9]1(=[O:15])[C:8]2[C:7](=[CH:13][CH:12]=[CH:11][CH:10]=2)[CH2:6][CH2:5][CH2:4]1. The catalyst class is: 5. (9) Reactant: [I:1]N1C(=O)CCC1=O.[F:9][C:10]1[CH:11]=[CH:12][CH:13]=[C:14]2[C:19]=1[N:18]=[CH:17][CH:16]=[CH:15]2. Product: [F:9][C:10]1[CH:11]=[CH:12][CH:13]=[C:14]2[C:19]=1[N:18]=[CH:17][C:16]([I:1])=[CH:15]2. The catalyst class is: 52.